Dataset: Full USPTO retrosynthesis dataset with 1.9M reactions from patents (1976-2016). Task: Predict the reactants needed to synthesize the given product. (1) Given the product [CH:1]1([CH2:6][CH:7]([N:11]2[C:19]3[C:14](=[CH:15][CH:16]=[CH:17][CH:18]=3)[C:13](=[O:20])[C:12]2=[O:21])[C:8]([NH:28][C:23]2[CH:37]=[CH:36][N:32]([CH3:33])[N:22]=2)=[O:9])[CH2:2][CH2:3][CH2:4][CH2:5]1, predict the reactants needed to synthesize it. The reactants are: [CH:1]1([CH2:6][CH:7]([N:11]2[C:19]3[C:14](=[CH:15][CH:16]=[CH:17][CH:18]=3)[C:13](=[O:20])[C:12]2=[O:21])[C:8](O)=[O:9])[CH2:5][CH2:4][CH2:3][CH2:2]1.[N:22]1C=CC=C[C:23]=1[NH2:28].C([N:32]([CH2:36][CH3:37])[CH:33](C)C)(C)C.F[P-](F)(F)(F)(F)F.N1(O[P+](N(C)C)(N(C)C)N(C)C)C2C=CC=CC=2N=N1. (2) Given the product [I:5][C:6]1[CH:11]=[CH:10][CH:9]=[CH:8][C:7]=1[CH2:12][CH2:13][C:14](=[O:16])[CH2:15][C:17](=[O:23])[C:18]([O:20][CH2:21][CH3:22])=[O:19], predict the reactants needed to synthesize it. The reactants are: [O-]CC.[Na+].[I:5][C:6]1[CH:11]=[CH:10][CH:9]=[CH:8][C:7]=1[CH2:12][CH2:13][C:14](=[O:16])[CH3:15].[C:17](OCC)(=[O:23])[C:18]([O:20][CH2:21][CH3:22])=[O:19].Cl. (3) Given the product [C:26]([C:25]1[CH:28]=[C:21]([C:19]2[O:18][N:17]=[C:16]([C:14]3[CH:13]=[CH:12][C:9]4[CH2:10][CH2:11][N:5]([CH2:4][CH2:3][NH:2][C:41]([NH:40][CH2:43][CH3:44])=[O:42])[CH2:6][CH2:7][C:8]=4[CH:15]=3)[N:20]=2)[CH:22]=[CH:23][C:24]=1[O:29][CH:30]([CH3:32])[CH3:31])#[N:27], predict the reactants needed to synthesize it. The reactants are: Cl.[NH2:2][CH2:3][CH2:4][N:5]1[CH2:11][CH2:10][C:9]2[CH:12]=[CH:13][C:14]([C:16]3[N:20]=[C:19]([C:21]4[CH:22]=[CH:23][C:24]([O:29][CH:30]([CH3:32])[CH3:31])=[C:25]([CH:28]=4)[C:26]#[N:27])[O:18][N:17]=3)=[CH:15][C:8]=2[CH2:7][CH2:6]1.C(N(CC)CC)C.[N:40]([CH2:43][CH3:44])=[C:41]=[O:42].O. (4) Given the product [CH3:1][C:2]1[C:6]2[CH:7]=[CH:8][CH:9]=[CH:10][C:5]=2[O:4][C:3]=1[CH:11]([NH:21][C:22]1[CH:23]=[CH:24][C:25]([C:26]([O:28][CH3:29])=[O:27])=[CH:30][CH:31]=1)[CH2:12][O:13][C:14]1[CH:15]=[CH:16][CH:17]=[CH:18][CH:19]=1, predict the reactants needed to synthesize it. The reactants are: [CH3:1][C:2]1[C:6]2[CH:7]=[CH:8][CH:9]=[CH:10][C:5]=2[O:4][C:3]=1[C:11](=O)[CH2:12][O:13][C:14]1[CH:19]=[CH:18][CH:17]=[CH:16][CH:15]=1.[NH2:21][C:22]1[CH:31]=[CH:30][C:25]([C:26]([O:28][CH3:29])=[O:27])=[CH:24][CH:23]=1.C(=O)([O-])O.[Na+].C([BH3-])#N.[Na+].FC(F)(F)C(O)=O. (5) Given the product [C:1]([C:3]1[C:4]([N:22]2[CH2:27][CH2:26][CH:25]([C:28](=[O:29])[NH:42][S:39]([CH2:38][CH:35]3[CH2:36][CH2:37][CH:32]([CH3:31])[CH2:33][CH2:34]3)(=[O:40])=[O:41])[CH2:24][CH2:23]2)=[N:5][C:6]([CH2:14][N:15]2[CH2:20][CH2:19][CH2:18][CH2:17][C:16]2=[O:21])=[C:7]([CH:8]=1)[C:9]([O:11][CH2:12][CH3:13])=[O:10])#[N:2], predict the reactants needed to synthesize it. The reactants are: [C:1]([C:3]1[C:4]([N:22]2[CH2:27][CH2:26][CH:25]([C:28](O)=[O:29])[CH2:24][CH2:23]2)=[N:5][C:6]([CH2:14][N:15]2[CH2:20][CH2:19][CH2:18][CH2:17][C:16]2=[O:21])=[C:7]([C:9]([O:11][CH2:12][CH3:13])=[O:10])[CH:8]=1)#[N:2].[CH3:31][CH:32]1[CH2:37][CH2:36][CH:35]([CH2:38][S:39]([NH2:42])(=[O:41])=[O:40])[CH2:34][CH2:33]1.